From a dataset of Forward reaction prediction with 1.9M reactions from USPTO patents (1976-2016). Predict the product of the given reaction. (1) Given the reactants [NH2:1][NH:2][C:3]([C:5]1[C:10]([C:11]([F:14])([F:13])[F:12])=[CH:9][CH:8]=[CH:7][N:6]=1)=[NH:4].[CH2:15]([O:22][C:23]1[CH:30]=[CH:29][C:26]([CH:27]=O)=[C:25]([OH:31])[CH:24]=1)[C:16]1[CH:21]=[CH:20][CH:19]=[CH:18][CH:17]=1, predict the reaction product. The product is: [CH2:15]([O:22][C:23]1[CH:30]=[CH:29][C:26]([C:27]2[NH:1][N:2]=[C:3]([C:5]3[C:10]([C:11]([F:12])([F:13])[F:14])=[CH:9][CH:8]=[CH:7][N:6]=3)[N:4]=2)=[C:25]([OH:31])[CH:24]=1)[C:16]1[CH:17]=[CH:18][CH:19]=[CH:20][CH:21]=1. (2) Given the reactants [CH3:1][S:2]([C:5]1[CH:10]=[CH:9][C:8]([CH2:11][CH2:12][O:13][C:14]2[CH:19]=[CH:18][C:17]([CH2:20][CH:21]([S:27][C:28]3[CH:33]=[CH:32][CH:31]=[CH:30][CH:29]=3)[C:22](OCC)=[O:23])=[CH:16][CH:15]=2)=[CH:7][CH:6]=1)(=[O:4])=[O:3].CC(C[AlH]CC(C)C)C, predict the reaction product. The product is: [CH3:1][S:2]([C:5]1[CH:10]=[CH:9][C:8]([CH2:11][CH2:12][O:13][C:14]2[CH:19]=[CH:18][C:17]([CH2:20][CH:21]([S:27][C:28]3[CH:29]=[CH:30][CH:31]=[CH:32][CH:33]=3)[CH2:22][OH:23])=[CH:16][CH:15]=2)=[CH:7][CH:6]=1)(=[O:4])=[O:3]. (3) Given the reactants BrC1C=CC(C(NC(NC2CCCC2)=O)(C2C=C(C(F)(F)F)C=C(F)C=2)CC2C=CC=CC=2)=NC=1.C([O-])([O-])=O.[Na+].[Na+].[C:42]([C:44]1[CH:45]=[CH:46][C:47]([C@:50]([NH:69][C:70]([NH:72][CH:73]2[CH2:77][CH2:76][CH2:75][CH2:74]2)=[O:71])([C:58]2[CH:63]=[C:62]([C:64]([F:67])([F:66])[F:65])[CH:61]=[C:60]([F:68])[CH:59]=2)[CH2:51][C:52]2[CH:57]=[CH:56][CH:55]=[CH:54][CH:53]=2)=[N:48][CH:49]=1)#[N:43], predict the reaction product. The product is: [C:42]([C:44]1[CH:45]=[CH:46][C:47]([C@@:50]([NH:69][C:70]([NH:72][CH:73]2[CH2:74][CH2:75][CH2:76][CH2:77]2)=[O:71])([C:58]2[CH:63]=[C:62]([C:64]([F:65])([F:66])[F:67])[CH:61]=[C:60]([F:68])[CH:59]=2)[CH2:51][C:52]2[CH:57]=[CH:56][CH:55]=[CH:54][CH:53]=2)=[N:48][CH:49]=1)#[N:43]. (4) Given the reactants Br[C:2]1[CH:3]=[CH:4][C:5]2[N:6]([N:8]=[C:9]([C:11]([N:13]3[CH2:18][CH2:17][CH2:16][CH2:15][CH2:14]3)=[O:12])[N:10]=2)[CH:7]=1.[F:19][C:20]1[CH:21]=[C:22]([C:26]#[CH:27])[CH:23]=[CH:24][CH:25]=1, predict the reaction product. The product is: [F:19][C:20]1[CH:21]=[C:22]([C:26]#[C:27][C:2]2[CH:3]=[CH:4][C:5]3[N:6]([N:8]=[C:9]([C:11]([N:13]4[CH2:18][CH2:17][CH2:16][CH2:15][CH2:14]4)=[O:12])[N:10]=3)[CH:7]=2)[CH:23]=[CH:24][CH:25]=1. (5) Given the reactants [CH2:1]([O:8][C:9]1[CH:14]=[CH:13][C:12](Br)=[CH:11][C:10]=1[N:16]1[S:20](=[O:22])(=[O:21])[NH:19][C:18](=[O:23])[CH2:17]1)[C:2]1[CH:7]=[CH:6][CH:5]=[CH:4][CH:3]=1.CC1(C)C(C)(C)OB([C:32]2[CH:33]=[C:34]([NH2:38])[CH:35]=[CH:36][CH:37]=2)O1, predict the reaction product. The product is: [NH2:38][C:34]1[CH:33]=[C:32]([C:12]2[CH:13]=[CH:14][C:9]([O:8][CH2:1][C:2]3[CH:7]=[CH:6][CH:5]=[CH:4][CH:3]=3)=[C:10]([N:16]3[S:20](=[O:22])(=[O:21])[NH:19][C:18](=[O:23])[CH2:17]3)[CH:11]=2)[CH:37]=[CH:36][CH:35]=1.